This data is from Peptide-MHC class I binding affinity with 185,985 pairs from IEDB/IMGT. The task is: Regression. Given a peptide amino acid sequence and an MHC pseudo amino acid sequence, predict their binding affinity value. This is MHC class I binding data. The peptide sequence is KEPFQSYV. The MHC is Mamu-A11 with pseudo-sequence Mamu-A11. The binding affinity (normalized) is 0.353.